Dataset: Forward reaction prediction with 1.9M reactions from USPTO patents (1976-2016). Task: Predict the product of the given reaction. (1) Given the reactants [Br:1][C:2]1[CH:3]=[C:4]([S:8](Cl)(=[O:10])=[O:9])[CH:5]=[CH:6][CH:7]=1.[NH2:12][C:13]1[CH:18]=[CH:17][CH:16]=[CH:15][C:14]=1[S:19]([NH2:22])(=[O:21])=[O:20], predict the reaction product. The product is: [Br:1][C:2]1[CH:3]=[C:4]([S:8]([NH:12][C:13]2[CH:18]=[CH:17][CH:16]=[CH:15][C:14]=2[S:19]([NH2:22])(=[O:20])=[O:21])(=[O:10])=[O:9])[CH:5]=[CH:6][CH:7]=1. (2) Given the reactants C([O-])([O-])=O.[Na+].[Na+].[N+](C1C=CC(C([O:16][C@H:17]2[C:21]3[N:22]=[CH:23][N:24]=[C:25](Cl)[C:20]=3[C@H:19]([CH3:27])[CH2:18]2)=O)=CC=1)([O-])=O.B1([C:39]2[CH2:44][CH2:43][N:42]([C:45]([O:47][C:48]([CH3:51])([CH3:50])[CH3:49])=[O:46])[CH2:41][CH:40]=2)OC(C)(C)C(C)(C)O1.[Li+].[OH-], predict the reaction product. The product is: [OH:16][C@H:17]1[C:21]2[N:22]=[CH:23][N:24]=[C:25]([C:39]3[CH2:44][CH2:43][N:42]([C:45]([O:47][C:48]([CH3:51])([CH3:50])[CH3:49])=[O:46])[CH2:41][CH:40]=3)[C:20]=2[C@H:19]([CH3:27])[CH2:18]1. (3) Given the reactants O=[C:2]1[O:7][C:6]([C:8]2[CH:13]=[CH:12][CH:11]=[CH:10][C:9]=2[O:14]C(=O)C)=[N:5][C:4]2[CH:18]=[CH:19][CH:20]=[CH:21][C:3]1=2.[F:22][C:23]1[CH:28]=[CH:27][CH:26]=[CH:25][C:24]=1[CH2:29][CH2:30][NH2:31], predict the reaction product. The product is: [F:22][C:23]1[CH:28]=[CH:27][CH:26]=[CH:25][C:24]=1[CH2:29][CH2:30][N:31]1[C:2](=[O:7])[C:3]2[C:4](=[CH:18][CH:19]=[CH:20][CH:21]=2)[N:5]=[C:6]1[C:8]1[CH:13]=[CH:12][CH:11]=[CH:10][C:9]=1[OH:14]. (4) Given the reactants C[N:2]([CH3:11])[CH2:3][CH2:4][N:5]1[C:9]([SH:10])=NN=N1.O[C:13]1[CH:18]=CC(N2C(S)=NN=N2)=[CH:15][CH:14]=1, predict the reaction product. The product is: [CH3:11][N:2]1[C:3]2[CH:18]=[CH:13][CH:14]=[CH:15][C:4]=2[N:5]=[C:9]1[SH:10]. (5) The product is: [Br:1][CH2:2][C:3]([N:6]1[CH2:11][CH2:10][CH:9]([C:12]2[CH:17]=[CH:16][C:15]([C@@H:18]([NH:20][C:21](=[O:23])[CH3:22])[CH3:19])=[CH:14][CH:13]=2)[CH2:8][CH2:7]1)=[O:4]. Given the reactants [Br:1][CH2:2][C:3](Br)=[O:4].[NH:6]1[CH2:11][CH2:10][CH:9]([C:12]2[CH:17]=[CH:16][C:15]([C@@H:18]([NH:20][C:21](=[O:23])[CH3:22])[CH3:19])=[CH:14][CH:13]=2)[CH2:8][CH2:7]1, predict the reaction product. (6) The product is: [CH2:1]([O:8][C:9]([N:11]1[CH2:20][CH2:19][C:18]2[C:13](=[CH:14][C:15]([NH:21][C:23]3[N:24]=[C:25]([Cl:35])[CH:26]=[C:27]([N:29]4[CH2:34][CH2:33][O:32][CH2:31][CH2:30]4)[N:28]=3)=[CH:16][CH:17]=2)[CH2:12]1)=[O:10])[C:2]1[CH:7]=[CH:6][CH:5]=[CH:4][CH:3]=1. Given the reactants [CH2:1]([O:8][C:9]([N:11]1[CH2:20][CH2:19][C:18]2[C:13](=[CH:14][C:15]([NH2:21])=[CH:16][CH:17]=2)[CH2:12]1)=[O:10])[C:2]1[CH:7]=[CH:6][CH:5]=[CH:4][CH:3]=1.Cl[C:23]1[N:28]=[C:27]([N:29]2[CH2:34][CH2:33][O:32][CH2:31][CH2:30]2)[CH:26]=[C:25]([Cl:35])[N:24]=1, predict the reaction product. (7) Given the reactants Br[CH2:2][C:3]1[C:8]([CH3:9])=[CH:7][CH:6]=[CH:5][C:4]=1[N:10]1[C:14](=[O:15])[N:13]([CH3:16])[N:12]=[N:11]1.[Br:17][C:18]1[C:23]([F:24])=[C:22]([F:25])[C:21]([OH:26])=[C:20]([F:27])[C:19]=1[F:28].C(=O)([O-])[O-].[K+].[K+].C(#N)C, predict the reaction product. The product is: [Br:17][C:18]1[C:19]([F:28])=[C:20]([F:27])[C:21]([O:26][CH2:2][C:3]2[C:8]([CH3:9])=[CH:7][CH:6]=[CH:5][C:4]=2[N:10]2[C:14](=[O:15])[N:13]([CH3:16])[N:12]=[N:11]2)=[C:22]([F:25])[C:23]=1[F:24].